Dataset: Reaction yield outcomes from USPTO patents with 853,638 reactions. Task: Predict the reaction yield, written as a fraction of the theoretical maximum amount of product (1.0 means a 100% yield; for example, 0.34 means a 34% yield). (1) The reactants are Br[C:2]1[CH:7]=[CH:6][CH:5]=[C:4]([Br:8])[N:3]=1.[NH:9]1[CH2:14][CH2:13][CH2:12][CH2:11][CH2:10]1.P([O-])([O-])([O-])=O.[K+].[K+].[K+].BrC1C(Br)=NC=CC=1. The catalyst is O1CCOCC1. The product is [Br:8][C:4]1[CH:5]=[CH:6][CH:7]=[C:2]([N:9]2[CH2:14][CH2:13][CH2:12][CH2:11][CH2:10]2)[N:3]=1. The yield is 0.880. (2) The reactants are [Cl:1][C:2]1[CH:7]=[CH:6][C:5]([N:8]=[C:9]=[O:10])=[CH:4][C:3]=1[C:11]([F:14])([F:13])[F:12].[CH3:15][NH:16][C:17]([C:19]1[CH:24]=[C:23]([O:25][C:26]2[CH:32]=[CH:31][C:29]([NH2:30])=[CH:28][CH:27]=2)[CH:22]=[CH:21][N:20]=1)=[O:18]. The catalyst is C(Cl)Cl. The product is [Cl:1][C:2]1[CH:7]=[CH:6][C:5]([NH:8][C:9]([NH:30][C:29]2[CH:28]=[CH:27][C:26]([O:25][C:23]3[CH:22]=[CH:21][N:20]=[C:19]([C:17](=[O:18])[NH:16][CH3:15])[CH:24]=3)=[CH:32][CH:31]=2)=[O:10])=[CH:4][C:3]=1[C:11]([F:12])([F:13])[F:14]. The yield is 0.930. (3) The reactants are [NH2:1][C:2]1[N:7]2[CH:8]=[C:9]([CH3:11])[N:10]=[C:6]2[C:5]([C:12]([OH:14])=O)=[CH:4][C:3]=1[Cl:15].C(N1C=CN=C1)(N1C=CN=C1)=O.[NH2:28][CH2:29][CH:30]1[CH2:35][CH2:34][N:33]([C:36]([O:38][C:39]([CH3:42])([CH3:41])[CH3:40])=[O:37])[CH2:32][CH2:31]1.C(N(C(C)C)CC)(C)C. The catalyst is CN(C)C=O.C(OCC)(=O)C. The product is [NH2:1][C:2]1[N:7]2[CH:8]=[C:9]([CH3:11])[N:10]=[C:6]2[C:5]([C:12]([NH:28][CH2:29][CH:30]2[CH2:35][CH2:34][N:33]([C:36]([O:38][C:39]([CH3:42])([CH3:41])[CH3:40])=[O:37])[CH2:32][CH2:31]2)=[O:14])=[CH:4][C:3]=1[Cl:15]. The yield is 0.730. (4) The reactants are [CH:1]([C:3]1[CH:8]=[CH:7][CH:6]=[CH:5][C:4]=1B(O)O)=[O:2].Br[C:13]1[CH:17]=[CH:16][O:15][CH:14]=1.C(=O)([O-])[O-].[Na+].[Na+]. The catalyst is Cl[Pd](Cl)([P](C1C=CC=CC=1)(C1C=CC=CC=1)C1C=CC=CC=1)[P](C1C=CC=CC=1)(C1C=CC=CC=1)C1C=CC=CC=1.C(#N)C. The product is [O:15]1[CH:16]=[CH:17][C:13]([C:4]2[CH:5]=[CH:6][CH:7]=[CH:8][C:3]=2[CH:1]=[O:2])=[CH:14]1. The yield is 0.300. (5) The reactants are C[O:2][C:3](=[O:17])[CH:4]=[CH:5][C:6]1[CH:11]=[CH:10][C:9]([F:12])=[CH:8][C:7]=1[NH:13][CH2:14][CH2:15][CH3:16].[Li+].[OH-]. The catalyst is C1COCC1.CO. The product is [F:12][C:9]1[CH:10]=[CH:11][C:6]([CH:5]=[CH:4][C:3]([OH:17])=[O:2])=[C:7]([NH:13][CH2:14][CH2:15][CH3:16])[CH:8]=1. The yield is 0.790. (6) The reactants are [CH:1](=[O:5])/[CH:2]=[CH:3]/[CH3:4].[CH3:6][N:7]1[C:15]2[C:10](=[CH:11][CH:12]=[CH:13][CH:14]=2)[CH:9]=[CH:8]1.C(O)(C(F)(F)F)=O.C([C@@H]1N[C@H](C(C)(C)C)N(C)C1=O)C1C=CC=CC=1. The catalyst is C(Cl)Cl.C(O)(C)C.C1C=CC=CC=1. The product is [CH3:6][N:7]1[C:15]2[C:10](=[CH:11][CH:12]=[CH:13][CH:14]=2)[C:9]([C@H:3]([CH3:4])[CH2:2][CH:1]=[O:5])=[CH:8]1. The yield is 0.820. (7) The reactants are Cl[CH2:2][C:3]1[N:12]([C:13]2[CH:18]=[CH:17][CH:16]=[CH:15][C:14]=2[Cl:19])[C:11](=[O:20])[C:10]2[C:5](=[CH:6][CH:7]=[CH:8][C:9]=2[F:21])[N:4]=1.[N:22]1[C:30]([NH2:31])=[C:29]2[C:25]([N:26]=[CH:27][NH:28]2)=[N:24][CH:23]=1. The catalyst is CN(C=O)C. The product is [NH2:31][C:30]1[N:22]=[CH:23][N:24]=[C:25]2[C:29]=1[N:28]=[CH:27][N:26]2[CH2:2][C:3]1[N:12]([C:13]2[CH:18]=[CH:17][CH:16]=[CH:15][C:14]=2[Cl:19])[C:11](=[O:20])[C:10]2[C:5](=[CH:6][CH:7]=[CH:8][C:9]=2[F:21])[N:4]=1. The yield is 0.640.